Dataset: Reaction yield outcomes from USPTO patents with 853,638 reactions. Task: Predict the reaction yield, written as a fraction of the theoretical maximum amount of product (1.0 means a 100% yield; for example, 0.34 means a 34% yield). (1) The reactants are [OH-].[Na+].[Br:3][C:4]1[C:24]([O:25][CH:26]([CH3:28])[CH3:27])=[CH:23][C:7]2[C:8]([C:18]([O:20]CC)=[O:19])=[C:9]([C:11]3[CH:16]=[CH:15][C:14]([F:17])=[CH:13][CH:12]=3)[O:10][C:6]=2[CH:5]=1.CO. The catalyst is C1COCC1. The product is [Br:3][C:4]1[C:24]([O:25][CH:26]([CH3:28])[CH3:27])=[CH:23][C:7]2[C:8]([C:18]([OH:20])=[O:19])=[C:9]([C:11]3[CH:16]=[CH:15][C:14]([F:17])=[CH:13][CH:12]=3)[O:10][C:6]=2[CH:5]=1. The yield is 0.990. (2) The reactants are [Li+].CC([N-]C(C)C)C.[Cl:9][C:10]1[CH:15]=[CH:14][CH:13]=[CH:12][C:11]=1[C@H:16]1[O:18][C@:17]1([CH2:26][N:27]1[CH:31]=[N:30][CH:29]=[N:28]1)[C:19]1[CH:24]=[CH:23][C:22]([F:25])=[CH:21][CH:20]=1.[CH2:32]([S:34]SCC)[CH3:33]. The catalyst is C1COCC1. The product is [Cl:9][C:10]1[CH:15]=[CH:14][CH:13]=[CH:12][C:11]=1[C@H:16]1[O:18][C@:17]1([CH2:26][N:27]1[C:31]([S:34][CH2:32][CH3:33])=[N:30][CH:29]=[N:28]1)[C:19]1[CH:20]=[CH:21][C:22]([F:25])=[CH:23][CH:24]=1. The yield is 0.810. (3) The reactants are [CH2:1]([O:8][C:9]([NH:11][CH:12]1[CH2:14][C:13]1([O:20][Si](C(C)(C)C)(C)C)[C:15]([O:17][CH2:18][CH3:19])=[O:16])=[O:10])[C:2]1[CH:7]=[CH:6][CH:5]=[CH:4][CH:3]=1.F.N1C=CC=CC=1. The catalyst is C1COCC1.CCOCC. The product is [CH2:1]([O:8][C:9]([NH:11][CH:12]1[CH2:14][C:13]1([OH:20])[C:15]([O:17][CH2:18][CH3:19])=[O:16])=[O:10])[C:2]1[CH:3]=[CH:4][CH:5]=[CH:6][CH:7]=1. The yield is 0.930. (4) The reactants are F[C:2]1[CH:9]=[CH:8][C:7]([F:10])=[CH:6][C:3]=1[C:4]#[N:5].[Na].[NH:12]1[CH:16]=[N:15][CH:14]=[N:13]1. The catalyst is CN(C)C=O.C(Cl)Cl. The product is [F:10][C:7]1[CH:8]=[CH:9][C:2]([N:12]2[CH:16]=[N:15][CH:14]=[N:13]2)=[C:3]([CH:6]=1)[C:4]#[N:5]. The yield is 0.490. (5) The reactants are [Cl-].O[NH3+:3].[C:4](=[O:7])([O-])[OH:5].[Na+].CS(C)=O.[CH3:13][C:14]1([CH3:51])[CH2:18][C:17]2[CH:19]=[CH:20][CH:21]=[C:22]([O:23][C:24]3[C:29](=[O:30])[N:28]([CH2:31][C:32]4[CH:37]=[CH:36][C:35]([C:38]5[C:39]([C:44]#[N:45])=[CH:40][CH:41]=[CH:42][CH:43]=5)=[CH:34][CH:33]=4)[C:27]([CH2:46][CH2:47][CH3:48])=[N:26][C:25]=3[CH2:49][CH3:50])[C:16]=2[O:15]1. The catalyst is C(OCC)(=O)C. The product is [CH3:51][C:14]1([CH3:13])[CH2:18][C:17]2[CH:19]=[CH:20][CH:21]=[C:22]([O:23][C:24]3[C:29](=[O:30])[N:28]([CH2:31][C:32]4[CH:37]=[CH:36][C:35]([C:38]5[CH:43]=[CH:42][CH:41]=[CH:40][C:39]=5[C:44]5[NH:3][C:4](=[O:7])[O:5][N:45]=5)=[CH:34][CH:33]=4)[C:27]([CH2:46][CH2:47][CH3:48])=[N:26][C:25]=3[CH2:49][CH3:50])[C:16]=2[O:15]1. The yield is 0.490. (6) The reactants are O1CCCC1.C[Si](C)(C)[C:8]([F:11])([F:10])[F:9].[O:14]1[CH2:18][CH2:17][C:16](=[O:19])[CH2:15]1.Cl. The catalyst is CCOC(C)=O.CCCC[N+](CCCC)(CCCC)CCCC.[F-]. The product is [F:9][C:8]([F:11])([F:10])[C:16]1([OH:19])[CH2:17][CH2:18][O:14][CH2:15]1. The yield is 0.441. (7) The reactants are [Br:1][C:2]1[C:10]([I:11])=[CH:9][C:5]([C:6]([OH:8])=[O:7])=[CH:4][C:3]=1I.[OH-:13].[Na+].Cl. The catalyst is O. The product is [Br:1][C:2]1[C:10]([I:11])=[CH:9][C:5]([C:6]([OH:8])=[O:7])=[CH:4][C:3]=1[OH:13]. The yield is 0.792. (8) The reactants are CC1C=CC(S([O:11][C@H:12]2[CH2:15][C@@H:14]([C:16]([N:18]3[CH2:24][CH2:23][CH2:22][N:21]([CH:25]4[CH2:28][CH2:27][CH2:26]4)[CH2:20][CH2:19]3)=[O:17])[CH2:13]2)(=O)=O)=CC=1.[C:29]([O-])(=[O:31])[CH3:30].[K+]. The catalyst is CN(C=O)C.C(Cl)Cl. The product is [C:29]([O:11][C@H:12]1[CH2:13][C@H:14]([C:16]([N:18]2[CH2:24][CH2:23][CH2:22][N:21]([CH:25]3[CH2:26][CH2:27][CH2:28]3)[CH2:20][CH2:19]2)=[O:17])[CH2:15]1)(=[O:31])[CH3:30]. The yield is 0.940. (9) The reactants are O.[OH-].[Li+].C([O:6][C:7](=[O:33])[C@@H:8]([O:30][CH2:31][CH3:32])[CH2:9][C:10]1[CH:15]=[CH:14][C:13]([O:16][CH2:17][CH2:18][C:19]2[CH:24]=[CH:23][C:22]([O:25][S:26]([CH3:29])(=[O:28])=[O:27])=[CH:21][CH:20]=2)=[CH:12][CH:11]=1)C. The catalyst is O.O1CCCC1. The product is [CH2:31]([O:30][C@@H:8]([CH2:9][C:10]1[CH:11]=[CH:12][C:13]([O:16][CH2:17][CH2:18][C:19]2[CH:20]=[CH:21][C:22]([O:25][S:26]([CH3:29])(=[O:27])=[O:28])=[CH:23][CH:24]=2)=[CH:14][CH:15]=1)[C:7]([OH:33])=[O:6])[CH3:32]. The yield is 0.720.